Task: Predict the reactants needed to synthesize the given product.. Dataset: Full USPTO retrosynthesis dataset with 1.9M reactions from patents (1976-2016) (1) Given the product [ClH:40].[ClH:40].[NH2:8][CH:9]([CH:10]1[CH2:11][CH2:41][CH2:42][N:43]1[S:37]([C:34]1[CH:35]=[CH:36][C:31]([O:30][CH3:29])=[CH:32][CH:33]=1)(=[O:39])=[O:38])[C:14]1[CH:15]=[CH:16][C:17]([C:20]([NH:21][C:22]2[CH:23]=[CH:24][N:25]=[CH:26][CH:27]=2)=[O:28])=[CH:18][CH:19]=1, predict the reactants needed to synthesize it. The reactants are: C(OC([NH:8][C@H:9]([C:14]1[CH:19]=[CH:18][C:17]([C:20](=[O:28])[NH:21][C:22]2[CH:27]=[CH:26][N:25]=[CH:24][CH:23]=2)=[CH:16][CH:15]=1)[CH2:10][C:11](O)=O)=O)(C)(C)C.[CH3:29][O:30][C:31]1[CH:36]=[CH:35][C:34]([S:37]([Cl:40])(=[O:39])=[O:38])=[CH:33][CH:32]=1.[CH3:41][CH2:42][N:43](C(C)C)C(C)C. (2) Given the product [CH2:21]([N:28]([CH2:29][CH2:30][C:31]1[CH:36]=[CH:35][CH:34]=[CH:33][CH:32]=1)[C:15]([CH2:14][O:13][C:10]1[CH:9]=[CH:8][C:7]([CH2:6][C@H:5]([O:18][CH3:19])[C:4]([OH:3])=[O:20])=[CH:12][CH:11]=1)=[O:17])[C:22]1[CH:27]=[CH:26][CH:25]=[CH:24][CH:23]=1, predict the reactants needed to synthesize it. The reactants are: C([O:3][C:4](=[O:20])[C@@H:5]([O:18][CH3:19])[CH2:6][C:7]1[CH:12]=[CH:11][C:10]([O:13][CH2:14][C:15]([OH:17])=O)=[CH:9][CH:8]=1)C.[CH2:21]([NH:28][CH2:29][CH2:30][C:31]1[CH:36]=[CH:35][CH:34]=[CH:33][CH:32]=1)[C:22]1[CH:27]=[CH:26][CH:25]=[CH:24][CH:23]=1.C(O[C@@H](CC1C=CC(O[C@@H](C(=O)NCCC2C=CC(OC3C=CC=CC=3)=CC=2)C)=CC=1)C(O)=O)C. (3) Given the product [ClH:21].[ClH:21].[N:1]1([C:7]2[CH:8]=[C:9]([NH2:13])[CH:10]=[N:11][CH:12]=2)[CH2:6][CH2:5][O:4][CH2:3][CH2:2]1, predict the reactants needed to synthesize it. The reactants are: [N:1]1([C:7]2[CH:8]=[C:9]([NH:13]C(=O)OC(C)(C)C)[CH:10]=[N:11][CH:12]=2)[CH2:6][CH2:5][O:4][CH2:3][CH2:2]1.[ClH:21].O1CCOCC1. (4) The reactants are: [NH2:1][C:2]1[CH:7]=[CH:6][C:5]([C:8]2[CH:13]=[CH:12][C:11]([Cl:14])=[CH:10][C:9]=2[F:15])=[CH:4][C:3]=1[C:16]([N:18]1[CH2:23][CH2:22][N:21]([C:24]([O:26]C(C)(C)C)=O)[CH2:20][CH:19]1C(OC)=O)=[O:17].C(OCC)C. Given the product [Cl:14][C:11]1[CH:12]=[CH:13][C:8]([C:5]2[CH:6]=[CH:7][C:2]3[NH:1][CH2:20][CH:19]4[C:24](=[O:26])[NH:21][CH2:22][CH2:23][N:18]4[C:16](=[O:17])[C:3]=3[CH:4]=2)=[C:9]([F:15])[CH:10]=1, predict the reactants needed to synthesize it. (5) Given the product [CH3:14][O:13][C:10]1[CH:11]=[CH:12][C:3]([O:2][CH3:1])=[C:4]2[C:9]=1[CH2:8][C@@H:7]([CH3:15])[C@H:6]([OH:16])[CH2:5]2, predict the reactants needed to synthesize it. The reactants are: [CH3:1][O:2][C:3]1[CH:12]=[CH:11][C:10]([O:13][CH3:14])=[C:9]2[C:4]=1[CH2:5][CH:6]=[C:7]([CH3:15])[CH2:8]2.[OH-:16].[Na+].OO. (6) Given the product [OH:2][C:3]1[CH:4]=[CH:5][C:6]([C:9]2[O:13][C:12]([C:14]3[CH:15]=[CH:16][N:17]=[CH:18][CH:19]=3)=[C:11]([C:20]3[CH:21]=[C:22]4[C:26](=[CH:27][CH:28]=3)[C:25](=[O:29])[CH2:24][CH2:23]4)[CH:10]=2)=[CH:7][CH:8]=1, predict the reactants needed to synthesize it. The reactants are: C[O:2][C:3]1[CH:8]=[CH:7][C:6]([C:9]2[O:13][C:12]([C:14]3[CH:19]=[CH:18][N:17]=[CH:16][CH:15]=3)=[C:11]([C:20]3[CH:21]=[C:22]4[C:26](=[CH:27][CH:28]=3)[C:25](=[O:29])[CH2:24][CH2:23]4)[CH:10]=2)=[CH:5][CH:4]=1.B(Br)(Br)Br.C(=O)(O)[O-].[Na+].